From a dataset of Reaction yield outcomes from USPTO patents with 853,638 reactions. Predict the reaction yield, written as a fraction of the theoretical maximum amount of product (1.0 means a 100% yield; for example, 0.34 means a 34% yield). (1) The reactants are Br[C:2]1[CH:3]=[CH:4][C:5]2[NH:6][C:7]3[C:12]([C:13]=2[CH:14]=1)=[CH:11][CH:10]=[CH:9][CH:8]=3.[CH:15]1[C:27]2[N:26]([C:28]3[CH:33]=[CH:32][C:31](B(O)O)=[CH:30][CH:29]=3)[C:25]3[C:20](=[CH:21][CH:22]=[CH:23][CH:24]=3)[C:19]=2[CH:18]=[CH:17][CH:16]=1.C(=O)([O-])[O-].[K+].[K+]. The catalyst is C([O-])(=O)C.[Pd+2].C([O-])(=O)C.C1(C)C=CC=CC=1P(C1C=CC=CC=1C)C1C=CC=CC=1C. The product is [CH:15]1[C:27]2[N:26]([C:28]3[CH:33]=[CH:32][C:31]([C:2]4[CH:3]=[CH:4][C:5]5[NH:6][C:7]6[C:12]([C:13]=5[CH:14]=4)=[CH:11][CH:10]=[CH:9][CH:8]=6)=[CH:30][CH:29]=3)[C:25]3[C:20](=[CH:21][CH:22]=[CH:23][CH:24]=3)[C:19]=2[CH:18]=[CH:17][CH:16]=1. The yield is 0.650. (2) The reactants are [N+:1]([C:4]1[CH:12]=[CH:11][C:7]([C:8]([OH:10])=[O:9])=[CH:6][C:5]=1[C:13]([F:16])([F:15])[F:14])([O-:3])=[O:2].[C:17](=O)(O)[O-].[Na+]. The catalyst is Cl.CO. The product is [CH3:17][O:9][C:8](=[O:10])[C:7]1[CH:11]=[CH:12][C:4]([N+:1]([O-:3])=[O:2])=[C:5]([C:13]([F:14])([F:15])[F:16])[CH:6]=1. The yield is 0.900. (3) The reactants are O[NH:2][C:3]([C:5]1[N:9]2[CH:10]=[C:11]([C:15]3[CH:20]=[CH:19][C:18]([C:21]([F:24])([F:23])[F:22])=[CH:17][CH:16]=3)[NH:12][C:13](=[O:14])[C:8]2=[CH:7][CH:6]=1)=[NH:4].C(O)(=O)C.C([O-])=O.[NH4+]. The catalyst is CO.[Pd].[Ni].O. The product is [O:14]=[C:13]1[NH:12][C:11]([C:15]2[CH:20]=[CH:19][C:18]([C:21]([F:24])([F:23])[F:22])=[CH:17][CH:16]=2)=[CH:10][N:9]2[C:5]([C:3]([NH2:4])=[NH:2])=[CH:6][CH:7]=[C:8]12. The yield is 0.440. (4) The reactants are [NH2:1][C:2]1[C:6]([CH2:7][C:8]2[CH:13]=[CH:12][CH:11]=[C:10]([Cl:14])[C:9]=2[Cl:15])=[C:5]([OH:16])[NH:4][N:3]=1.C(N(CC)CC)C.[CH3:24][C:25]([O:28][C:29](O[C:29]([O:28][C:25]([CH3:27])([CH3:26])[CH3:24])=[O:30])=[O:30])([CH3:27])[CH3:26]. The catalyst is CO. The product is [C:25]([O:28][C:29](=[O:30])[NH:1][C:2]1[C:6]([CH2:7][C:8]2[CH:13]=[CH:12][CH:11]=[C:10]([Cl:14])[C:9]=2[Cl:15])=[C:5]([OH:16])[NH:4][N:3]=1)([CH3:27])([CH3:26])[CH3:24]. The yield is 0.470. (5) The reactants are [F:1][C:2]([F:12])([F:11])[C:3](=[O:10])[CH2:4][C:5]([O:7]CC)=O.[Cl:13][C:14]1[CH:15]=[CH:16][C:17]([N:20]2[CH2:25][CH2:24][CH:23]([C:26]3[CH:30]=[C:29]([NH2:31])[NH:28][N:27]=3)[CH2:22][CH2:21]2)=[N:18][CH:19]=1.C(=O)(O)[O-].[Na+]. The catalyst is C(O)(=O)C. The product is [Cl:13][C:14]1[CH:15]=[CH:16][C:17]([N:20]2[CH2:21][CH2:22][CH:23]([C:26]3[C:30]4[C:3]([OH:10])([C:2]([F:1])([F:11])[F:12])[CH2:4][C:5](=[O:7])[NH:31][C:29]=4[NH:28][N:27]=3)[CH2:24][CH2:25]2)=[N:18][CH:19]=1. The yield is 0.390. (6) The reactants are [CH3:1][O:2][CH2:3][C@H:4]([CH3:36])[O:5][C:6]1[CH:7]=[C:8]([C:23]2[NH:27][C:26]([C:28]([NH:30][CH2:31][C:32]([O:34][CH3:35])=O)=[O:29])=[CH:25][CH:24]=2)[CH:9]=[C:10]([O:12][C:13]2[CH:18]=[CH:17][C:16]([S:19]([CH3:22])(=[O:21])=[O:20])=[CH:15][CH:14]=2)[CH:11]=1.C1(P(C2C=CC=CC=2)C2C=CC=CC=2)C=CC=CC=1.C(N(CC)CC)C.C(Cl)(Cl)(Cl)Cl. The catalyst is C(#N)C.O. The product is [CH3:35][O:34][C:32]1[O:29][C:28]([C:26]2[NH:27][C:23]([C:8]3[CH:9]=[C:10]([O:12][C:13]4[CH:18]=[CH:17][C:16]([S:19]([CH3:22])(=[O:20])=[O:21])=[CH:15][CH:14]=4)[CH:11]=[C:6]([O:5][C@@H:4]([CH3:36])[CH2:3][O:2][CH3:1])[CH:7]=3)=[CH:24][CH:25]=2)=[N:30][CH:31]=1. The yield is 0.620.